Task: Regression. Given two drug SMILES strings and cell line genomic features, predict the synergy score measuring deviation from expected non-interaction effect.. Dataset: NCI-60 drug combinations with 297,098 pairs across 59 cell lines (1) Drug 1: CN1CCC(CC1)COC2=C(C=C3C(=C2)N=CN=C3NC4=C(C=C(C=C4)Br)F)OC. Drug 2: CC12CCC3C(C1CCC2O)C(CC4=C3C=CC(=C4)O)CCCCCCCCCS(=O)CCCC(C(F)(F)F)(F)F. Cell line: HCT-15. Synergy scores: CSS=14.9, Synergy_ZIP=-3.90, Synergy_Bliss=-2.21, Synergy_Loewe=-2.74, Synergy_HSA=-1.92. (2) Drug 1: CC1=C(N=C(N=C1N)C(CC(=O)N)NCC(C(=O)N)N)C(=O)NC(C(C2=CN=CN2)OC3C(C(C(C(O3)CO)O)O)OC4C(C(C(C(O4)CO)O)OC(=O)N)O)C(=O)NC(C)C(C(C)C(=O)NC(C(C)O)C(=O)NCCC5=NC(=CS5)C6=NC(=CS6)C(=O)NCCC[S+](C)C)O. Drug 2: C#CCC(CC1=CN=C2C(=N1)C(=NC(=N2)N)N)C3=CC=C(C=C3)C(=O)NC(CCC(=O)O)C(=O)O. Cell line: NCI/ADR-RES. Synergy scores: CSS=36.0, Synergy_ZIP=-1.21, Synergy_Bliss=-3.38, Synergy_Loewe=-2.37, Synergy_HSA=-2.30.